Dataset: NCI-60 drug combinations with 297,098 pairs across 59 cell lines. Task: Regression. Given two drug SMILES strings and cell line genomic features, predict the synergy score measuring deviation from expected non-interaction effect. Cell line: SK-MEL-2. Drug 2: CS(=O)(=O)CCNCC1=CC=C(O1)C2=CC3=C(C=C2)N=CN=C3NC4=CC(=C(C=C4)OCC5=CC(=CC=C5)F)Cl. Drug 1: C1=NC2=C(N1)C(=S)N=C(N2)N. Synergy scores: CSS=7.93, Synergy_ZIP=-4.55, Synergy_Bliss=-3.36, Synergy_Loewe=-7.32, Synergy_HSA=-6.72.